This data is from NCI-60 drug combinations with 297,098 pairs across 59 cell lines. The task is: Regression. Given two drug SMILES strings and cell line genomic features, predict the synergy score measuring deviation from expected non-interaction effect. (1) Drug 1: C1=NC2=C(N=C(N=C2N1C3C(C(C(O3)CO)O)O)F)N. Drug 2: CC12CCC3C(C1CCC2OP(=O)(O)O)CCC4=C3C=CC(=C4)OC(=O)N(CCCl)CCCl.[Na+]. Cell line: MALME-3M. Synergy scores: CSS=7.49, Synergy_ZIP=-1.33, Synergy_Bliss=-0.633, Synergy_Loewe=-6.22, Synergy_HSA=-3.89. (2) Drug 1: CC1C(C(CC(O1)OC2CC(CC3=C2C(=C4C(=C3O)C(=O)C5=C(C4=O)C(=CC=C5)OC)O)(C(=O)C)O)N)O.Cl. Drug 2: CC1C(C(=O)NC(C(=O)N2CCCC2C(=O)N(CC(=O)N(C(C(=O)O1)C(C)C)C)C)C(C)C)NC(=O)C3=C4C(=C(C=C3)C)OC5=C(C(=O)C(=C(C5=N4)C(=O)NC6C(OC(=O)C(N(C(=O)CN(C(=O)C7CCCN7C(=O)C(NC6=O)C(C)C)C)C)C(C)C)C)N)C. Cell line: RPMI-8226. Synergy scores: CSS=33.7, Synergy_ZIP=25.0, Synergy_Bliss=25.8, Synergy_Loewe=16.7, Synergy_HSA=24.6. (3) Drug 1: C1=NC(=NC(=O)N1C2C(C(C(O2)CO)O)O)N. Drug 2: C1=CC=C(C(=C1)C(C2=CC=C(C=C2)Cl)C(Cl)Cl)Cl. Cell line: SF-295. Synergy scores: CSS=2.81, Synergy_ZIP=0.671, Synergy_Bliss=1.42, Synergy_Loewe=2.97, Synergy_HSA=0.318. (4) Drug 1: CC1C(C(CC(O1)OC2CC(CC3=C2C(=C4C(=C3O)C(=O)C5=C(C4=O)C(=CC=C5)OC)O)(C(=O)C)O)N)O.Cl. Drug 2: CC1=CC=C(C=C1)C2=CC(=NN2C3=CC=C(C=C3)S(=O)(=O)N)C(F)(F)F. Cell line: SK-MEL-28. Synergy scores: CSS=17.5, Synergy_ZIP=-4.28, Synergy_Bliss=0.944, Synergy_Loewe=-25.5, Synergy_HSA=-1.71. (5) Drug 1: C1=C(C(=O)NC(=O)N1)F. Drug 2: CC1=C2C(C(=O)C3(C(CC4C(C3C(C(C2(C)C)(CC1OC(=O)C(C(C5=CC=CC=C5)NC(=O)OC(C)(C)C)O)O)OC(=O)C6=CC=CC=C6)(CO4)OC(=O)C)O)C)O. Cell line: MOLT-4. Synergy scores: CSS=59.3, Synergy_ZIP=3.14, Synergy_Bliss=-0.683, Synergy_Loewe=1.48, Synergy_HSA=5.44. (6) Drug 1: C1CN1P(=S)(N2CC2)N3CC3. Drug 2: CCCCCOC(=O)NC1=NC(=O)N(C=C1F)C2C(C(C(O2)C)O)O. Cell line: NCI-H322M. Synergy scores: CSS=-4.10, Synergy_ZIP=5.29, Synergy_Bliss=5.49, Synergy_Loewe=-5.37, Synergy_HSA=-4.65. (7) Drug 1: CN(C)N=NC1=C(NC=N1)C(=O)N. Drug 2: C1=NNC2=C1C(=O)NC=N2. Cell line: HCT-15. Synergy scores: CSS=3.97, Synergy_ZIP=-0.193, Synergy_Bliss=3.54, Synergy_Loewe=-1.18, Synergy_HSA=-0.0288. (8) Drug 1: C1CCN(CC1)CCOC2=CC=C(C=C2)C(=O)C3=C(SC4=C3C=CC(=C4)O)C5=CC=C(C=C5)O. Drug 2: CNC(=O)C1=NC=CC(=C1)OC2=CC=C(C=C2)NC(=O)NC3=CC(=C(C=C3)Cl)C(F)(F)F. Cell line: ACHN. Synergy scores: CSS=26.0, Synergy_ZIP=-5.02, Synergy_Bliss=-3.55, Synergy_Loewe=-5.98, Synergy_HSA=-6.23.